Task: Predict which catalyst facilitates the given reaction.. Dataset: Catalyst prediction with 721,799 reactions and 888 catalyst types from USPTO (1) Reactant: Cl.[CH2:2]([C:9]1([N:19]2[CH2:24][CH2:23][O:22][CH2:21][CH2:20]2)[CH2:18][CH2:17][C:12]2(OCC[O:13]2)[CH2:11][CH2:10]1)[C:3]1[CH:8]=[CH:7][CH:6]=[CH:5][CH:4]=1.C(=O)([O-])[O-].[K+].[K+]. Product: [CH2:2]([C:9]1([N:19]2[CH2:24][CH2:23][O:22][CH2:21][CH2:20]2)[CH2:18][CH2:17][C:12](=[O:13])[CH2:11][CH2:10]1)[C:3]1[CH:4]=[CH:5][CH:6]=[CH:7][CH:8]=1. The catalyst class is: 21. (2) Reactant: C([O:5][CH2:6][CH2:7][O:8][NH:9][C:10]([C:12]1[C:21]([NH:22][C:23]2[CH:28]=[CH:27][C:26]([Br:29])=[CH:25][C:24]=2[F:30])=[C:20]([F:31])[C:15]2[N:16]=[CH:17][N:18]([CH3:19])[C:14]=2[CH:13]=1)=[O:11])(C)(C)C.C(#N)C.P(=O)(O)(O)O. The catalyst class is: 40. Product: [OH:5][CH2:6][CH2:7][O:8][NH:9][C:10]([C:12]1[C:21]([NH:22][C:23]2[CH:28]=[CH:27][C:26]([Br:29])=[CH:25][C:24]=2[F:30])=[C:20]([F:31])[C:15]2[N:16]=[CH:17][N:18]([CH3:19])[C:14]=2[CH:13]=1)=[O:11]. (3) Reactant: O1CCCC1.[N:6]1[CH:11]=[CH:10][CH:9]=[CH:8][C:7]=1[CH2:12][CH2:13][C:14]1[CH:23]=[CH:22][C:17]([C:18](OC)=[O:19])=[CH:16][CH:15]=1.[H-].C([NH2+]CC(C)C)C(C)C.C(C(C(C([O-])=O)O)O)([O-])=O.[Na+].[K+]. Product: [N:6]1[CH:11]=[CH:10][CH:9]=[CH:8][C:7]=1[CH2:12][CH2:13][C:14]1[CH:15]=[CH:16][C:17]([CH2:18][OH:19])=[CH:22][CH:23]=1. The catalyst class is: 13. (4) Reactant: Br[C:2]1[CH:3]=[C:4]([N:22]([CH2:29][CH3:30])[CH:23]2[CH2:28][CH2:27][O:26][CH2:25][CH2:24]2)[C:5]([CH3:21])=[C:6]([CH:20]=1)[C:7]([NH:9][CH2:10][C:11]1[C:12](=[O:19])[NH:13][C:14]([CH3:18])=[CH:15][C:16]=1[CH3:17])=[O:8].[CH3:31][C:32]1[CH:33]=[C:34]([CH:37]=[CH:38][C:39]=1B1OC(C)(C)C(C)(C)O1)[CH:35]=[O:36].C([O-])([O-])=O.[Na+].[Na+]. Product: [CH3:17][C:16]1[CH:15]=[C:14]([CH3:18])[NH:13][C:12](=[O:19])[C:11]=1[CH2:10][NH:9][C:7]([C:6]1[CH:20]=[C:2]([C:39]2[CH:38]=[CH:37][C:34]([CH:35]=[O:36])=[CH:33][C:32]=2[CH3:31])[CH:3]=[C:4]([N:22]([CH2:29][CH3:30])[CH:23]2[CH2:28][CH2:27][O:26][CH2:25][CH2:24]2)[C:5]=1[CH3:21])=[O:8]. The catalyst class is: 70. (5) Reactant: [Cl:1][C:2]1[CH:3]=[C:4]([C:8]2[C:13]([O:14][CH3:15])=[CH:12][CH:11]=[C:10]([CH2:16][C:17]3[CH:18]=[CH:19][C:20]([NH2:23])=[N:21][CH:22]=3)[C:9]=2[F:24])[CH:5]=[CH:6][CH:7]=1.[CH3:25][C:26](OC(C)=O)=[O:27]. Product: [Cl:1][C:2]1[CH:3]=[C:4]([C:8]2[C:13]([O:14][CH3:15])=[CH:12][CH:11]=[C:10]([CH2:16][C:17]3[CH:18]=[CH:19][C:20]([NH:23][C:26](=[O:27])[CH3:25])=[N:21][CH:22]=3)[C:9]=2[F:24])[CH:5]=[CH:6][CH:7]=1. The catalyst class is: 17. (6) Reactant: BrC1C=CC(S(O[C@H:12]2[CH2:45][N:15]3[C:16](=[O:44])[C@@H:17]([NH:36][C:37]([O:39][C:40]([CH3:43])([CH3:42])[CH3:41])=[O:38])[CH2:18][CH2:19][CH2:20][CH2:21][CH2:22][CH:23]=[CH:24][C@@H:25]4[CH2:30][C@@:26]4([C:31]([O:33][CH2:34][CH3:35])=[O:32])[NH:27][C:28](=[O:29])[C@@H:14]3[CH2:13]2)(=O)=O)=CC=1.[F:46][C:47]1[CH:48]=[CH:49][C:50]2[C:59]([CH:60]=1)=[N:58][C:57]([OH:61])=[C:56]1[C:51]=2[CH:52]=[CH:53][CH:54]=[CH:55]1.C(=O)([O-])[O-].[Cs+].[Cs+]. Product: [C:40]([O:39][C:37]([NH:36][C@@H:17]1[C:16](=[O:44])[N:15]2[CH2:45][C@H:12]([O:61][C:57]3[N:58]=[C:59]4[C:50](=[C:51]5[C:56]=3[CH:55]=[CH:54][CH:53]=[CH:52]5)[CH:49]=[CH:48][C:47]([F:46])=[CH:60]4)[CH2:13][C@H:14]2[C:28](=[O:29])[NH:27][C@:26]2([C:31]([O:33][CH2:34][CH3:35])=[O:32])[CH2:30][C@H:25]2[CH:24]=[CH:23][CH2:22][CH2:21][CH2:20][CH2:19][CH2:18]1)=[O:38])([CH3:43])([CH3:42])[CH3:41]. The catalyst class is: 9. (7) Reactant: [Cl:1][C:2]1[N:7]=[C:6](Cl)[CH:5]=[CH:4][N:3]=1.[OH:9][C:10]1[C:36]([CH3:37])=[CH:35][C:34]([F:38])=[CH:33][C:11]=1[CH2:12][NH:13][C:14]([NH:16][C:17]1[N:21]([C:22]2[CH:27]=[CH:26][C:25]([CH3:28])=[CH:24][CH:23]=2)[N:20]=[C:19]([C:29]([CH3:32])([CH3:31])[CH3:30])[CH:18]=1)=[O:15].[OH-].[Na+].C(O)(=O)CC(CC(O)=O)(C(O)=O)O. Product: [Cl:1][C:2]1[N:7]=[C:6]([O:9][C:10]2[C:36]([CH3:37])=[CH:35][C:34]([F:38])=[CH:33][C:11]=2[CH2:12][NH:13][C:14]([NH:16][C:17]2[N:21]([C:22]3[CH:23]=[CH:24][C:25]([CH3:28])=[CH:26][CH:27]=3)[N:20]=[C:19]([C:29]([CH3:31])([CH3:32])[CH3:30])[CH:18]=2)=[O:15])[CH:5]=[CH:4][N:3]=1. The catalyst class is: 21.